Dataset: Reaction yield outcomes from USPTO patents with 853,638 reactions. Task: Predict the reaction yield, written as a fraction of the theoretical maximum amount of product (1.0 means a 100% yield; for example, 0.34 means a 34% yield). (1) The reactants are [CH3:1][NH2:2].[S:3]1[C:7]2[CH:8]=[CH:9][CH:10]=[CH:11][C:6]=2[CH:5]=[C:4]1[C:12](Cl)=[O:13]. The catalyst is C1COCC1. The product is [CH3:1][NH:2][C:12]([C:4]1[S:3][C:7]2[CH:8]=[CH:9][CH:10]=[CH:11][C:6]=2[CH:5]=1)=[O:13]. The yield is 0.980. (2) The reactants are [S:1]1[CH:5]=[C:4]([CH:6]([NH:10][C:11]2[CH:16]=[CH:15][CH:14]=[C:13]([C:17]([O:19][CH2:20][CH3:21])=[O:18])[CH:12]=2)[C:7]([OH:9])=[O:8])[C:3]2[CH:22]=[CH:23][CH:24]=[CH:25][C:2]1=2.C1C=CC2N(O)N=NC=2C=1.C1CCC(N=C=NC2CCCCC2)CC1.[N:51]12[CH2:58][CH2:57][CH:54]([CH2:55][CH2:56]1)[C@@H:53](O)[CH2:52]2. The catalyst is C1COCC1. The product is [S:1]1[CH:5]=[C:4]([CH:6]([NH:10][C:11]2[CH:12]=[C:13]([CH:14]=[CH:15][CH:16]=2)[C:17]([O:19][CH2:20][CH3:21])=[O:18])[C:7](=[O:9])[O:8][C@@H:53]2[CH:54]3[CH2:57][CH2:58][N:51]([CH2:56][CH2:55]3)[CH2:52]2)[C:3]2[CH:22]=[CH:23][CH:24]=[CH:25][C:2]1=2. The yield is 0.170. (3) The reactants are [ClH:1].O1CCOCC1.[F:8][C:9]1([F:32])[C:13]2[N:14]=[CH:15][N:16]=[C:17]([N:18]3[CH2:23][CH2:22][N:21](C(OC(C)(C)C)=O)[CH2:20][CH2:19]3)[C:12]=2[C@H:11]([CH3:31])[CH2:10]1. The catalyst is O1CCOCC1. The product is [ClH:1].[ClH:1].[F:32][C:9]1([F:8])[C:13]2[N:14]=[CH:15][N:16]=[C:17]([N:18]3[CH2:23][CH2:22][NH:21][CH2:20][CH2:19]3)[C:12]=2[C@H:11]([CH3:31])[CH2:10]1. The yield is 0.930. (4) The reactants are [F:1][C:2]1[CH:3]=[C:4]([NH2:21])[CH:5]=[CH:6][C:7]=1[O:8][C:9]1[C:10]2[N:17]([CH:18]([CH3:20])[CH3:19])[CH:16]=[CH:15][C:11]=2[N:12]=[CH:13][N:14]=1.[C:22]1([CH2:28][C:29]([N:31]=[C:32]=[S:33])=[O:30])[CH:27]=[CH:26][CH:25]=[CH:24][CH:23]=1. The catalyst is C1COCC1. The product is [F:1][C:2]1[CH:3]=[C:4]([NH:21][C:32]([NH:31][C:29](=[O:30])[CH2:28][C:22]2[CH:23]=[CH:24][CH:25]=[CH:26][CH:27]=2)=[S:33])[CH:5]=[CH:6][C:7]=1[O:8][C:9]1[C:10]2[N:17]([CH:18]([CH3:19])[CH3:20])[CH:16]=[CH:15][C:11]=2[N:12]=[CH:13][N:14]=1. The yield is 0.260. (5) The reactants are [N+:1]([C:4]1[C:5]([NH:10][C:11]2[CH:16]=[CH:15][CH:14]=[CH:13][C:12]=2[CH3:17])=[N:6][CH:7]=[CH:8][CH:9]=1)([O-])=O. The product is [C:12]1([CH3:17])[CH:13]=[CH:14][CH:15]=[CH:16][C:11]=1[NH:10][C:5]1[C:4]([NH2:1])=[CH:9][CH:8]=[CH:7][N:6]=1. The catalyst is CCOC(C)=O. The yield is 0.590. (6) The reactants are [CH3:1][N:2]([CH3:24])[C:3]1[C:12]2[C:7](=[CH:8][CH:9]=[CH:10][CH:11]=2)[C:6]([C:13]2[O:14][C:15](=[O:23])[C:16]3[N:22]=[CH:21][CH:20]=[CH:19][C:17]=3[N:18]=2)=[CH:5][CH:4]=1.[CH2:25]([NH2:29])[CH2:26][CH2:27][CH3:28]. No catalyst specified. The product is [CH2:25]([NH:29][C:15]([C:16]1[C:17]([NH:18][C:13]([C:6]2[C:7]3[C:12](=[CH:11][CH:10]=[CH:9][CH:8]=3)[C:3]([N:2]([CH3:24])[CH3:1])=[CH:4][CH:5]=2)=[O:14])=[CH:19][CH:20]=[CH:21][N:22]=1)=[O:23])[CH2:26][CH2:27][CH3:28]. The yield is 0.160. (7) The reactants are [H-].[Al+3].[Li+].[H-].[H-].[H-].[CH3:7][O:8][C:9]1[CH:14]=[CH:13][C:12]([CH2:15][CH2:16][CH2:17][CH2:18][N:19]=[N+]=[N-])=[CH:11][CH:10]=1.O. The catalyst is C1COCC1. The product is [CH3:7][O:8][C:9]1[CH:14]=[CH:13][C:12]([CH2:15][CH2:16][CH2:17][CH2:18][NH2:19])=[CH:11][CH:10]=1. The yield is 0.940. (8) The reactants are [NH2:1][C:2]1[S:3][CH:4]=[CH:5][N:6]=1.[Br:7][CH2:8][CH2:9][CH2:10][O:11][CH3:12]. No catalyst specified. The product is [BrH:7].[CH3:12][O:11][CH2:10][CH2:9][CH2:8][N:6]1[CH:5]=[CH:4][S:3][C:2]1=[NH:1]. The yield is 0.480.